Task: Predict the product of the given reaction.. Dataset: Forward reaction prediction with 1.9M reactions from USPTO patents (1976-2016) (1) Given the reactants [C:1]([O:5][C:6]([N:8]1[CH2:13][CH2:12][C@H:11]([C:14]2[CH:19]=[C:18]([F:20])[C:17]([F:21])=[CH:16][C:15]=2[F:22])[C@@H:10](C(O)=O)[CH2:9]1)=[O:7])([CH3:4])([CH3:3])[CH3:2].C([N:28]([CH2:31]C)CC)C.C1(P(N=[N+]=[N-])(C2C=CC=CC=2)=[O:40])C=CC=CC=1.[CH2:50]([OH:57])[C:51]1[CH:56]=[CH:55][CH:54]=[CH:53][CH:52]=1, predict the reaction product. The product is: [CH2:50]([O:57][C:31]([NH:28][C@@H:10]1[C@@H:11]([C:14]2[CH:19]=[C:18]([F:20])[C:17]([F:21])=[CH:16][C:15]=2[F:22])[CH2:12][CH2:13][N:8]([C:6]([O:5][C:1]([CH3:4])([CH3:2])[CH3:3])=[O:7])[CH2:9]1)=[O:40])[C:51]1[CH:56]=[CH:55][CH:54]=[CH:53][CH:52]=1. (2) Given the reactants C[O:2][C:3]1[CH:8]=[CH:7][C:6]([CH3:9])=[CH:5][C:4]=1[CH3:10].[CH3:11][O:12][CH:13](Cl)Cl.O, predict the reaction product. The product is: [CH3:11][O:12][C:13]1[C:4]([CH3:10])=[CH:5][C:6]([CH3:9])=[CH:7][C:8]=1[CH:3]=[O:2]. (3) Given the reactants [CH2:1]([C:5]1[C:9](/[CH:10]=[CH:11]/[C:12]([O:14][CH2:15][CH3:16])=[O:13])=[CH:8][N:7]([C:17]2[CH:22]=[CH:21][C:20]([C:23]([F:26])([F:25])[F:24])=[CH:19][N:18]=2)[N:6]=1)[CH2:2][CH2:3][CH3:4], predict the reaction product. The product is: [CH2:1]([C:5]1[C:9]([CH2:10][CH2:11][C:12]([O:14][CH2:15][CH3:16])=[O:13])=[CH:8][N:7]([C:17]2[CH:22]=[CH:21][C:20]([C:23]([F:24])([F:25])[F:26])=[CH:19][N:18]=2)[N:6]=1)[CH2:2][CH2:3][CH3:4]. (4) Given the reactants [N+:1]([C:4]1[CH:11]=[C:10]([N+:12]([O-:14])=[O:13])[CH:9]=[C:6]([CH:7]=O)[C:5]=1[OH:15])([O-:3])=[O:2].[CH3:16][O:17][C:18]1[CH:31]=[CH:30][C:21]([CH2:22][S:23]([CH2:26][C:27](O)=[O:28])(=[O:25])=[O:24])=[CH:20][CH:19]=1, predict the reaction product. The product is: [CH3:16][O:17][C:18]1[CH:19]=[CH:20][C:21]([CH2:22][S:23]([C:26]2[C:27](=[O:28])[O:15][C:5]3[C:6]([CH:7]=2)=[CH:9][C:10]([N+:12]([O-:14])=[O:13])=[CH:11][C:4]=3[N+:1]([O-:3])=[O:2])(=[O:24])=[O:25])=[CH:30][CH:31]=1. (5) The product is: [N:22]1([C:2]2[N:7]=[CH:6][C:5]([N:8]3[CH:12]=[C:11]([C:13]4[C:21]5[C:16](=[CH:17][CH:18]=[CH:19][CH:20]=5)[NH:15][N:14]=4)[N:10]=[N:9]3)=[CH:4][CH:3]=2)[CH2:27][CH2:26][O:25][CH2:24][CH2:23]1. Given the reactants Cl[C:2]1[N:7]=[CH:6][C:5]([N:8]2[CH:12]=[C:11]([C:13]3[C:21]4[C:16](=[CH:17][CH:18]=[CH:19][CH:20]=4)[NH:15][N:14]=3)[N:10]=[N:9]2)=[CH:4][CH:3]=1.[NH:22]1[CH2:27][CH2:26][O:25][CH2:24][CH2:23]1, predict the reaction product. (6) Given the reactants [CH3:1][O:2][C:3]1[N:8]=[C:7]([C:9]2[CH:10]=[C:11]([CH:15]=[CH:16][CH:17]=2)[C:12]([NH2:14])=[O:13])[CH:6]=[C:5]([NH:18][CH2:19][CH2:20][C:21]2[CH:26]=[CH:25][C:24]([O:27][CH3:28])=[CH:23][CH:22]=2)[N:4]=1.CO[C:31](OC)([N:33]([CH3:35])[CH3:34])[CH3:32], predict the reaction product. The product is: [CH3:34][N:33]([CH3:35])[C:31](=[N:14][C:12](=[O:13])[C:11]1[CH:15]=[CH:16][CH:17]=[C:9]([C:7]2[CH:6]=[C:5]([NH:18][CH2:19][CH2:20][C:21]3[CH:22]=[CH:23][C:24]([O:27][CH3:28])=[CH:25][CH:26]=3)[N:4]=[C:3]([O:2][CH3:1])[N:8]=2)[CH:10]=1)[CH3:32]. (7) Given the reactants [NH2:1][C:2]1[N:10]=[CH:9][CH:8]=[CH:7][C:3]=1[C:4]([OH:6])=O.ON1C2C=CC=CC=2N=N1.CCN=C=NCCCN(C)C.[CH3:32][C:33]1[CH:47]=[C:46]([CH3:48])[CH:45]=[C:44]([CH3:49])[C:34]=1[O:35][C:36]1[CH:43]=[CH:42][C:39]([CH2:40][NH2:41])=[CH:38][CH:37]=1.C(=O)(O)[O-].[Na+], predict the reaction product. The product is: [CH3:32][C:33]1[CH:47]=[C:46]([CH3:48])[CH:45]=[C:44]([CH3:49])[C:34]=1[O:35][C:36]1[CH:43]=[CH:42][C:39]([CH2:40][NH:41][C:4](=[O:6])[C:3]2[CH:7]=[CH:8][CH:9]=[N:10][C:2]=2[NH2:1])=[CH:38][CH:37]=1.